This data is from Forward reaction prediction with 1.9M reactions from USPTO patents (1976-2016). The task is: Predict the product of the given reaction. (1) Given the reactants [C:1]([C:5]1[CH:10]=[CH:9][C:8]([NH:11][C:12](=[O:20])[C:13]2[CH:18]=[CH:17][CH:16]=[N:15][C:14]=2F)=[CH:7][CH:6]=1)([CH3:4])([CH3:3])[CH3:2].Cl.Cl.[NH:23]1[C:27]2=[N:28][C:29]([CH2:32][NH2:33])=[CH:30][CH:31]=[C:26]2[CH2:25][CH2:24]1, predict the reaction product. The product is: [C:1]([C:5]1[CH:10]=[CH:9][C:8]([NH:11][C:12](=[O:20])[C:13]2[CH:18]=[CH:17][CH:16]=[N:15][C:14]=2[NH:33][CH2:32][C:29]2[N:28]=[C:27]3[NH:23][CH2:24][CH2:25][C:26]3=[CH:31][CH:30]=2)=[CH:7][CH:6]=1)([CH3:4])([CH3:3])[CH3:2]. (2) Given the reactants [CH3:1][Mg]Cl.[Br-].[CH3:5][C:6]1[CH:23]=[CH:22][C:9]([CH2:10][N:11]2[C:15](=[O:16])[N:14]([CH2:17][CH2:18][CH3:19])[C:13]([CH:20]=[O:21])=[N:12]2)=[CH:8][CH:7]=1, predict the reaction product. The product is: [OH:21][CH:20]([C:13]1[N:14]([CH2:17][CH2:18][CH3:19])[C:15](=[O:16])[N:11]([CH2:10][C:9]2[CH:22]=[CH:23][C:6]([CH3:5])=[CH:7][CH:8]=2)[N:12]=1)[CH3:1].